From a dataset of Forward reaction prediction with 1.9M reactions from USPTO patents (1976-2016). Predict the product of the given reaction. (1) Given the reactants [F:1][C:2]([F:15])([F:14])[C:3]1[CH:13]=[CH:12][C:6]([O:7][CH2:8][C:9](Cl)=[O:10])=[CH:5][CH:4]=1.[CH:16]([NH:19][CH2:20][C:21]1[O:25][N:24]=[C:23]([C:26]2[CH:31]=[CH:30][C:29]([CH3:32])=[CH:28][CH:27]=2)[N:22]=1)([CH3:18])[CH3:17].C(N(CC)CC)C, predict the reaction product. The product is: [CH:16]([N:19]([CH2:20][C:21]1[O:25][N:24]=[C:23]([C:26]2[CH:27]=[CH:28][C:29]([CH3:32])=[CH:30][CH:31]=2)[N:22]=1)[C:9](=[O:10])[CH2:8][O:7][C:6]1[CH:12]=[CH:13][C:3]([C:2]([F:15])([F:14])[F:1])=[CH:4][CH:5]=1)([CH3:18])[CH3:17]. (2) Given the reactants [CH2:1]([O:3][C:4]1[CH:22]=[C:21]([F:23])[C:7]([CH2:8][N:9]2[C:13]([OH:14])=[C:12]([CH3:15])[C:11]([C:16]([O:18][CH2:19][CH3:20])=[O:17])=[N:10]2)=[C:6]([F:24])[CH:5]=1)[CH3:2].IC.[C:27](=O)([O-])[O-].[K+].[K+], predict the reaction product. The product is: [CH2:1]([O:3][C:4]1[CH:5]=[C:6]([F:24])[C:7]([CH2:8][N:9]2[C:13]([O:14][CH3:27])=[C:12]([CH3:15])[C:11]([C:16]([O:18][CH2:19][CH3:20])=[O:17])=[N:10]2)=[C:21]([F:23])[CH:22]=1)[CH3:2]. (3) The product is: [Cl:1][C:2]1[CH:3]=[N:4][C:5]2[N:6]([N:8]=[C:9]([C:11]([N:16]3[CH2:17][CH2:18][C:19]4[C:24](=[CH:23][CH:22]=[C:21]([N:25]5[CH2:30][CH2:29][O:28][CH2:27][CH2:26]5)[CH:20]=4)[CH:15]3[CH3:14])=[O:13])[CH:10]=2)[CH:7]=1. Given the reactants [Cl:1][C:2]1[CH:3]=[N:4][C:5]2[N:6]([N:8]=[C:9]([C:11]([OH:13])=O)[CH:10]=2)[CH:7]=1.[CH3:14][CH:15]1[C:24]2[C:19](=[CH:20][C:21]([N:25]3[CH2:30][CH2:29][O:28][CH2:27][CH2:26]3)=[CH:22][CH:23]=2)[CH2:18][CH2:17][NH:16]1, predict the reaction product.